This data is from Reaction yield outcomes from USPTO patents with 853,638 reactions. The task is: Predict the reaction yield, written as a fraction of the theoretical maximum amount of product (1.0 means a 100% yield; for example, 0.34 means a 34% yield). (1) The reactants are [NH2:1][CH2:2][CH:3]([C:6]1[CH:11]=[CH:10][C:9]([NH:12][C:13]([C:15]2[N:16]([CH2:22][O:23][CH2:24][CH2:25][Si:26]([CH3:29])([CH3:28])[CH3:27])[CH:17]=[C:18]([C:20]#[N:21])[N:19]=2)=[O:14])=[C:8]([C:30]2[CH2:35][CH2:34][CH2:33][CH2:32][CH:31]=2)[CH:7]=1)[CH2:4][NH2:5].CS[C:38](SC)=[N:39][S:40]([CH3:43])(=[O:42])=[O:41]. The catalyst is ClCCCl. The product is [C:30]1([C:8]2[CH:7]=[C:6]([CH:3]3[CH2:2][NH:1][C:38](=[N:39][S:40]([CH3:43])(=[O:42])=[O:41])[NH:5][CH2:4]3)[CH:11]=[CH:10][C:9]=2[NH:12][C:13]([C:15]2[N:16]([CH2:22][O:23][CH2:24][CH2:25][Si:26]([CH3:29])([CH3:27])[CH3:28])[CH:17]=[C:18]([C:20]#[N:21])[N:19]=2)=[O:14])[CH2:35][CH2:34][CH2:33][CH2:32][CH:31]=1. The yield is 0.390. (2) The product is [CH:31]1([CH2:30][NH:29][C:2]2[CH:9]=[CH:8][C:7]([CH2:10][O:11][N:12]=[C:13]3[CH2:18][CH2:17][N:16]([S:19]([C:22]4[CH:27]=[CH:26][C:25]([NH:29][CH2:30][CH:31]5[CH2:33][CH2:32]5)=[CH:24][CH:23]=4)(=[O:21])=[O:20])[CH2:15][CH2:14]3)=[CH:6][C:3]=2[C:4]#[N:5])[CH2:33][CH2:32]1. The yield is 0.800. The reactants are F[C:2]1[CH:9]=[CH:8][C:7]([CH2:10][O:11][N:12]=[C:13]2[CH2:18][CH2:17][N:16]([S:19]([C:22]3[CH:27]=[CH:26][C:25](F)=[CH:24][CH:23]=3)(=[O:21])=[O:20])[CH2:15][CH2:14]2)=[CH:6][C:3]=1[C:4]#[N:5].[NH2:29][CH2:30][CH:31]1[CH2:33][CH2:32]1. No catalyst specified. (3) The reactants are [CH2:1]([C@H:8]1[CH2:13][N:12]([C:14]2[CH:23]=[CH:22][C:21]([O:24][CH3:25])=[C:20]3[C:15]=2[CH:16]=[CH:17][C:18](Cl)=[N:19]3)[CH2:11][CH2:10][N:9]1[CH2:27][C:28]([NH2:30])=[O:29])[C:2]1[CH:7]=[CH:6][CH:5]=[CH:4][CH:3]=1.[CH3:31][O-:32].[Na+]. The catalyst is CO. The product is [CH2:1]([C@H:8]1[CH2:13][N:12]([C:14]2[CH:23]=[CH:22][C:21]([O:24][CH3:25])=[C:20]3[C:15]=2[CH:16]=[CH:17][C:18]([O:32][CH3:31])=[N:19]3)[CH2:11][CH2:10][N:9]1[CH2:27][C:28]([NH2:30])=[O:29])[C:2]1[CH:7]=[CH:6][CH:5]=[CH:4][CH:3]=1. The yield is 0.550. (4) The reactants are [CH3:1][O:2][C:3]1[N:4]=[C:5]2[C:10](=[CH:11][CH:12]=1)[N:9]=[CH:8][CH:7]=[C:6]2[C:13]1[CH:14]=[CH:15][C:16]([CH2:19][CH2:20][NH:21]C(=O)OC(C)(C)C)=[N:17][CH:18]=1.[ClH:29]. The catalyst is C1COCC1.O1CCOCC1. The product is [ClH:29].[CH3:1][O:2][C:3]1[N:4]=[C:5]2[C:10](=[CH:11][CH:12]=1)[N:9]=[CH:8][CH:7]=[C:6]2[C:13]1[CH:14]=[CH:15][C:16]([CH2:19][CH2:20][NH2:21])=[N:17][CH:18]=1. The yield is 1.00. (5) The reactants are Br[CH2:2][C:3]#[CH:4].[Br:5][C:6]1[CH:7]=[C:8]2[C:13](=[CH:14][C:15]=1[CH2:16][N:17]1[CH2:22][CH2:21][NH:20][CH2:19][CH2:18]1)[N:12]=[CH:11][N:10]([CH2:23][C:24]1[CH:29]=[C:28]([Cl:30])[CH:27]=[CH:26][C:25]=1[S:31]([CH2:34][CH3:35])(=[O:33])=[O:32])[C:9]2=[O:36].CCN(C(C)C)C(C)C.O. The catalyst is C(Cl)(Cl)Cl.CS(C)=O. The product is [Br:5][C:6]1[CH:7]=[C:8]2[C:13](=[CH:14][C:15]=1[CH2:16][N:17]1[CH2:18][CH2:19][N:20]([CH2:4][C:3]#[CH:2])[CH2:21][CH2:22]1)[N:12]=[CH:11][N:10]([CH2:23][C:24]1[CH:29]=[C:28]([Cl:30])[CH:27]=[CH:26][C:25]=1[S:31]([CH2:34][CH3:35])(=[O:32])=[O:33])[C:9]2=[O:36]. The yield is 0.400.